This data is from Catalyst prediction with 721,799 reactions and 888 catalyst types from USPTO. The task is: Predict which catalyst facilitates the given reaction. Reactant: C(S[C:9]1[N:14]=[C:13]([N:15]([CH2:20][O:21][CH2:22][CH2:23][Si:24]([CH3:27])([CH3:26])[CH3:25])[S:16]([CH3:19])(=[O:18])=[O:17])[CH:12]=[C:11]([NH:28][C@H:29]([CH3:32])[CH2:30][OH:31])[N:10]=1)C1C=CC=CC=1.Cl[C:34]1[CH:39]=[CH:38][CH:37]=[C:36]([C:40](OO)=O)[CH:35]=1.[S:44]([O-:48])([O-:47])(=O)=S.[Na+].[Na+]. Product: [CH2:40]([S:44]([C:9]1[N:14]=[C:13]([N:15]([CH2:20][O:21][CH2:22][CH2:23][Si:24]([CH3:26])([CH3:27])[CH3:25])[S:16]([CH3:19])(=[O:17])=[O:18])[CH:12]=[C:11]([NH:28][C@H:29]([CH3:32])[CH2:30][OH:31])[N:10]=1)(=[O:48])=[O:47])[C:36]1[CH:35]=[CH:34][CH:39]=[CH:38][CH:37]=1. The catalyst class is: 2.